From a dataset of Forward reaction prediction with 1.9M reactions from USPTO patents (1976-2016). Predict the product of the given reaction. (1) Given the reactants [C:1]1([C:7]#[C:8][C:9]2[S:13][C:12]([C:14]([NH:16][C@@H:17]([CH2:22][N+:23]([CH3:26])([CH3:25])[CH3:24])[CH2:18][C:19]([O-:21])=[O:20])=[O:15])=[CH:11][CH:10]=2)[CH:6]=[CH:5][CH:4]=[CH:3][CH:2]=1, predict the reaction product. The product is: [CH2:8]([C:9]1[S:13][C:12]([C:14]([NH:16][C@@H:17]([CH2:22][N+:23]([CH3:26])([CH3:25])[CH3:24])[CH2:18][C:19]([O-:21])=[O:20])=[O:15])=[CH:11][CH:10]=1)[CH2:7][C:1]1[CH:2]=[CH:3][CH:4]=[CH:5][CH:6]=1. (2) Given the reactants I[C:2]1[C:10]2[CH2:9][CH2:8][C:7]([CH3:12])([CH3:11])[CH2:6][C:5]=2[N:4]([CH3:13])[N:3]=1.C([Mg]Cl)(C)C.[CH2:19]([Sn:23]([CH2:29][CH2:30][CH2:31][CH3:32])([CH2:25][CH2:26][CH2:27][CH3:28])Cl)[CH2:20][CH2:21][CH3:22], predict the reaction product. The product is: [CH3:13][N:4]1[C:5]2[CH2:6][C:7]([CH3:12])([CH3:11])[CH2:8][CH2:9][C:10]=2[C:2]([Sn:23]([CH2:25][CH2:26][CH2:27][CH3:28])([CH2:29][CH2:30][CH2:31][CH3:32])[CH2:19][CH2:20][CH2:21][CH3:22])=[N:3]1.